This data is from Forward reaction prediction with 1.9M reactions from USPTO patents (1976-2016). The task is: Predict the product of the given reaction. (1) Given the reactants [CH3:1][N:2]1[CH:6]=[CH:5][CH:4]=[C:3]1[C:7]1[CH:12]=[CH:11][C:10]([C:13]([F:16])([F:15])[F:14])=[CH:9][CH:8]=1.C([Li])(C)(C)C.I[C:23]1[CH:33]=[CH:32][C:26]([C:27]([O:29][CH2:30][CH3:31])=[O:28])=[CH:25][CH:24]=1.Cl, predict the reaction product. The product is: [CH3:1][N:2]1[C:3]([C:7]2[CH:12]=[CH:11][C:10]([C:13]([F:14])([F:15])[F:16])=[CH:9][CH:8]=2)=[CH:4][CH:5]=[C:6]1[C:23]1[CH:33]=[CH:32][C:26]([C:27]([O:29][CH2:30][CH3:31])=[O:28])=[CH:25][CH:24]=1. (2) Given the reactants [C:1]([C:3]1[C:4]([O:22][C:23]([F:32])([F:31])[CH:24]([F:30])[O:25][C:26]([F:29])([F:28])[F:27])=[N:5][N:6]([C:8]2[CH:13]=[C:12]([S:14][CH2:15][C:16]([F:19])([F:18])[F:17])[C:11]([CH3:20])=[CH:10][C:9]=2[F:21])[CH:7]=1)#[N:2].ClC1C=CC=C(C(OO)=[O:41])C=1, predict the reaction product. The product is: [C:1]([C:3]1[C:4]([O:22][C:23]([F:32])([F:31])[CH:24]([F:30])[O:25][C:26]([F:27])([F:28])[F:29])=[N:5][N:6]([C:8]2[CH:13]=[C:12]([S:14]([CH2:15][C:16]([F:19])([F:18])[F:17])=[O:41])[C:11]([CH3:20])=[CH:10][C:9]=2[F:21])[CH:7]=1)#[N:2]. (3) Given the reactants [C:1]([O:5][C:6]([N:8]1[CH2:13][CH2:12][CH:11]([O:14][C:15]2[C:16]([CH3:25])=[C:17]([CH:21]=[C:22]([Cl:24])[CH:23]=2)[C:18]([OH:20])=O)[CH2:10][CH2:9]1)=[O:7])([CH3:4])([CH3:3])[CH3:2].Cl.[NH2:27][CH2:28][C:29]1[C:34](=[O:35])[CH:33]=[C:32]([CH3:36])[NH:31][C:30]=1[CH3:37].ON1C2N=CC=CC=2N=N1.C(Cl)CCl.CN1CCOCC1, predict the reaction product. The product is: [Cl:24][C:22]1[CH:21]=[C:17]([C:18](=[O:20])[NH:27][CH2:28][C:29]2[C:34](=[O:35])[CH:33]=[C:32]([CH3:36])[NH:31][C:30]=2[CH3:37])[C:16]([CH3:25])=[C:15]([CH:23]=1)[O:14][CH:11]1[CH2:12][CH2:13][N:8]([C:6]([O:5][C:1]([CH3:4])([CH3:2])[CH3:3])=[O:7])[CH2:9][CH2:10]1. (4) Given the reactants [OH:1][C:2]1[CH:7]=[CH:6][CH:5]=[CH:4][C:3]=1/[CH:8]=[CH:9]/[C:10]([C:12]1[CH:13]=[N:14][CH:15]=[CH:16][CH:17]=1)=O.O.[NH2:19][NH2:20], predict the reaction product. The product is: [N:14]1[CH:15]=[CH:16][CH:17]=[C:12]([C:10]2[CH2:9][CH:8]([C:3]3[CH:4]=[CH:5][CH:6]=[CH:7][C:2]=3[OH:1])[NH:20][N:19]=2)[CH:13]=1. (5) Given the reactants [C:1]1([N:7]2[C:11]3[CH:12]=[C:13]([O:16][CH2:17][CH2:18][CH2:19][CH2:20][OH:21])[CH:14]=[CH:15][C:10]=3[N:9]=[C:8]2[C:22]2[CH:27]=[CH:26][CH:25]=[CH:24][CH:23]=2)[CH:6]=[CH:5][CH:4]=[CH:3][CH:2]=1.C(N(CC)CC)C.[CH3:35][N:36]=[C:37]=[O:38], predict the reaction product. The product is: [C:1]1([N:7]2[C:11]3[CH:12]=[C:13]([O:16][CH2:17][CH2:18][CH2:19][CH2:20][O:21][C:37](=[O:38])[NH:36][CH3:35])[CH:14]=[CH:15][C:10]=3[N:9]=[C:8]2[C:22]2[CH:23]=[CH:24][CH:25]=[CH:26][CH:27]=2)[CH:6]=[CH:5][CH:4]=[CH:3][CH:2]=1. (6) Given the reactants [C:1]([O:5][C:6]([NH:8][CH2:9][C@@H:10]([C:35](O)=[O:36])[N:11]([C:16]([C:18]1[C:19]([NH:28][CH2:29][C:30]2[O:31][CH:32]=[CH:33][CH:34]=2)=[N:20][C:21]([C:24]([CH3:27])([CH3:26])[CH3:25])=[N:22][CH:23]=1)=[O:17])[CH2:12][CH:13]([CH3:15])[CH3:14])=[O:7])([CH3:4])([CH3:3])[CH3:2].[N:38]1[CH:43]=[CH:42][CH:41]=[CH:40][C:39]=1[CH2:44][NH2:45].C(N(C(C)C)CC)(C)C.F[P-](F)(F)(F)(F)F.ClC(N(C)C)=[N+](C)C, predict the reaction product. The product is: [C:24]([C:21]1[N:20]=[C:19]([NH:28][CH2:29][C:30]2[O:31][CH:32]=[CH:33][CH:34]=2)[C:18]([C:16]([N:11]([CH2:12][CH:13]([CH3:15])[CH3:14])[C@H:10]([C:35](=[O:36])[NH:45][CH2:44][C:39]2[CH:40]=[CH:41][CH:42]=[CH:43][N:38]=2)[CH2:9][NH:8][C:6](=[O:7])[O:5][C:1]([CH3:2])([CH3:3])[CH3:4])=[O:17])=[CH:23][N:22]=1)([CH3:27])([CH3:25])[CH3:26]. (7) Given the reactants C(N(CC)CC)C.[CH3:8][S:9](Cl)(=[O:11])=[O:10].[OH:13][CH2:14][C@H:15]([NH:20][C:21](=[O:27])[O:22][C:23]([CH3:26])([CH3:25])[CH3:24])[CH2:16][CH:17]([CH3:19])[CH3:18].C(=O)([O-])O.[Na+], predict the reaction product. The product is: [CH3:8][S:9]([O:13][CH2:14][C@H:15]([NH:20][C:21]([O:22][C:23]([CH3:25])([CH3:24])[CH3:26])=[O:27])[CH2:16][CH:17]([CH3:19])[CH3:18])(=[O:11])=[O:10]. (8) Given the reactants [C:1]([C:4]1[CH:5]=[C:6]([CH:12]=[CH:13][N:14]=1)[C:7]([O:9][CH2:10][CH3:11])=[O:8])(=[O:3])[NH2:2].Cl, predict the reaction product. The product is: [C:1]([CH:4]1[CH2:5][CH:6]([C:7]([O:9][CH2:10][CH3:11])=[O:8])[CH2:12][CH2:13][NH:14]1)(=[O:3])[NH2:2]. (9) Given the reactants CCN(C(C)C)C(C)C.[C:10]1([C:16]2[NH:20][N:19]=[C:18]([C:21]([NH:23][CH2:24][C:25]([OH:27])=O)=[O:22])[CH:17]=2)[CH:15]=[CH:14][CH:13]=[CH:12][CH:11]=1.C1C=CC2N(O)N=NC=2C=1.CCN=C=NCCCN(C)C.Cl.[CH3:50][CH:51]1[CH2:56][NH:55][CH2:54][CH:53]([CH3:57])[N:52]1[C:58]([C:60]1[CH:65]=[CH:64][CH:63]=[CH:62][C:61]=1[C:66]([F:69])([F:68])[F:67])=[O:59], predict the reaction product. The product is: [CH3:57][CH:53]1[N:52]([C:58](=[O:59])[C:60]2[CH:65]=[CH:64][CH:63]=[CH:62][C:61]=2[C:66]([F:69])([F:68])[F:67])[CH:51]([CH3:50])[CH2:56][N:55]([C:25](=[O:27])[CH2:24][NH:23][C:21]([C:18]2[CH:17]=[C:16]([C:10]3[CH:11]=[CH:12][CH:13]=[CH:14][CH:15]=3)[NH:20][N:19]=2)=[O:22])[CH2:54]1. (10) Given the reactants [Li]CCCC.[F:6][C:7]1[C:16]([F:17])=[C:15]2[C:10]([CH2:11][CH2:12][CH2:13][O:14]2)=[CH:9][CH:8]=1.B(OC)(OC)[O:19]C.OO.Cl, predict the reaction product. The product is: [F:6][C:7]1[C:16]([F:17])=[C:15]2[C:10]([CH2:11][CH2:12][CH2:13][O:14]2)=[CH:9][C:8]=1[OH:19].